This data is from Reaction yield outcomes from USPTO patents with 853,638 reactions. The task is: Predict the reaction yield, written as a fraction of the theoretical maximum amount of product (1.0 means a 100% yield; for example, 0.34 means a 34% yield). (1) The reactants are [C:1]1([P:7](=[O:20])([C:14]2[CH:19]=[CH:18][CH:17]=[CH:16][CH:15]=2)[C:8]2[CH:9]=[N:10][CH:11]=[CH:12][CH:13]=2)[CH:6]=[CH:5][CH:4]=[CH:3][CH:2]=1.C([N-]C(C)C)(C)C.[Li+].C1C[O:32]CC1. The catalyst is C1CCCCC1. The product is [OH:32][C:9]1[C:8]([P:7](=[O:20])([C:14]2[CH:19]=[CH:18][CH:17]=[CH:16][CH:15]=2)[C:1]2[CH:6]=[CH:5][CH:4]=[CH:3][CH:2]=2)=[CH:13][CH:12]=[CH:11][N:10]=1. The yield is 0.720. (2) The catalyst is O1CCOCC1.CC([O-])=O.CC([O-])=O.[Pd+2]. The product is [Br:8][C:5]1[CH:6]=[CH:7][C:2]([N:9]2[CH2:14][CH2:13][S:12](=[O:16])(=[O:15])[CH2:11][CH2:10]2)=[CH:3][CH:4]=1. The yield is 0.500. The reactants are Br[C:2]1[CH:7]=[CH:6][C:5]([Br:8])=[CH:4][CH:3]=1.[NH:9]1[CH2:14][CH2:13][S:12](=[O:16])(=[O:15])[CH2:11][CH2:10]1.C1C=CC(P(C2C(C3C(P(C4C=CC=CC=4)C4C=CC=CC=4)=CC=C4C=3C=CC=C4)=C3C(C=CC=C3)=CC=2)C2C=CC=CC=2)=CC=1.C([O-])([O-])=O.[Cs+].[Cs+]. (3) The reactants are [H-].[Na+].[OH:3][C:4]1[CH:11]=[CH:10][C:7]([CH:8]=[O:9])=[CH:6][CH:5]=1.[H][H].C1(C)C=CC(S(O[CH2:24][C:25]([F:30])([F:29])[CH:26]([F:28])[F:27])(=O)=O)=CC=1. The catalyst is CCCCCC.CN(C)C(=O)C.C1C=CC=CC=1.CCCCCC. The product is [F:29][C:25]([F:30])([CH:26]([F:28])[F:27])[CH2:24][O:3][C:4]1[CH:11]=[CH:10][C:7]([CH:8]=[O:9])=[CH:6][CH:5]=1. The yield is 0.960. (4) The reactants are CO.Cl.C[C@@H]1O[C@@H](O[C@H]2[C@H]([O:18][C@@H:19]3[C@:39]([CH2:41][OH:42])([CH3:40])[C@H:38]4[C@@:22]([CH3:51])([C@@H:23]5[C@@:35]([CH3:43])([CH2:36][CH2:37]4)[C@@:34]4([CH3:44])[C@@H:26]([C@@H:27]6[C@@:31]([C:45]([OH:47])=[O:46])([CH2:32][CH2:33]4)[CH2:30][CH2:29][C@H:28]6[C:48]([CH3:50])=[CH2:49])[CH2:25][CH2:24]5)[CH2:21][CH2:20]3)OC[C@H](O)[C@@H]2O)[C@H](O)[C@H](O)[C@H]1O. The catalyst is O. The product is [CH3:50][C:48]([C@H:28]1[C@@H:27]2[C@@H:26]3[C@@:34]([CH3:44])([CH2:33][CH2:32][C@@:31]2([C:45]([OH:47])=[O:46])[CH2:30][CH2:29]1)[C@@:35]1([CH3:43])[C@@H:23]([C@:22]2([CH3:51])[C@@H:38]([CH2:37][CH2:36]1)[C@@:39]([CH2:41][OH:42])([CH3:40])[C@@H:19]([OH:18])[CH2:20][CH2:21]2)[CH2:24][CH2:25]3)=[CH2:49]. The yield is 0.850. (5) The reactants are C(N(CC)CC)C.Cl.[CH3:9][NH:10][CH2:11][C:12]1[CH:20]=[CH:19][CH:18]=[C:17]2[C:13]=1[CH2:14][N:15]([CH:22]1[CH2:27][CH2:26][C:25](=[O:28])[NH:24][C:23]1=[O:29])[C:16]2=[O:21].[Cl:30][C:31]1[CH:32]=[C:33]([CH:37]=[CH:38][C:39]=1[Cl:40])[C:34](Cl)=[O:35]. The catalyst is C1COCC1. The product is [Cl:30][C:31]1[CH:32]=[C:33]([CH:37]=[CH:38][C:39]=1[Cl:40])[C:34]([N:10]([CH2:11][C:12]1[CH:20]=[CH:19][CH:18]=[C:17]2[C:13]=1[CH2:14][N:15]([CH:22]1[CH2:27][CH2:26][C:25](=[O:28])[NH:24][C:23]1=[O:29])[C:16]2=[O:21])[CH3:9])=[O:35]. The yield is 0.700. (6) The reactants are [O:1]=[C:2]1[CH2:6][CH2:5][CH2:4][N:3]1[C:7]1[CH:12]=[CH:11][C:10]([CH:13]([CH3:17])[C:14]([OH:16])=O)=[CH:9][CH:8]=1.C(N(CC)C(C)C)(C)C.CN(C)CCCN=C=NCC.[C:38]([O:42][C:43]([N:45]1[C:49]([NH2:50])=[CH:48][C:47]([CH:51]2[CH2:53][CH2:52]2)=[N:46]1)=[O:44])([CH3:41])([CH3:40])[CH3:39]. The catalyst is ClCCl. The product is [C:38]([O:42][C:43]([N:45]1[C:49]([NH:50][C:14](=[O:16])[CH:13]([C:10]2[CH:9]=[CH:8][C:7]([N:3]3[CH2:4][CH2:5][CH2:6][C:2]3=[O:1])=[CH:12][CH:11]=2)[CH3:17])=[CH:48][C:47]([CH:51]2[CH2:52][CH2:53]2)=[N:46]1)=[O:44])([CH3:41])([CH3:39])[CH3:40]. The yield is 0.700. (7) The reactants are Cl[C:2]1[N:7]=[C:6]([C:8]2[S:12][C:11]([C:13]([CH3:17])([CH3:16])[CH2:14][OH:15])=[N:10][C:9]=2[C:18]2[C:19]([F:36])=[C:20]([NH:24][S:25]([C:28]3[C:33]([F:34])=[CH:32][CH:31]=[CH:30][C:29]=3[F:35])(=[O:27])=[O:26])[CH:21]=[CH:22][CH:23]=2)[CH:5]=[CH:4][N:3]=1.[OH-].[NH4+:38]. The catalyst is O.C(OCC)(=O)C. The product is [NH2:38][C:2]1[N:7]=[C:6]([C:8]2[S:12][C:11]([C:13]([CH3:17])([CH3:16])[CH2:14][OH:15])=[N:10][C:9]=2[C:18]2[C:19]([F:36])=[C:20]([NH:24][S:25]([C:28]3[C:33]([F:34])=[CH:32][CH:31]=[CH:30][C:29]=3[F:35])(=[O:27])=[O:26])[CH:21]=[CH:22][CH:23]=2)[CH:5]=[CH:4][N:3]=1. The yield is 0.810.